This data is from Reaction yield outcomes from USPTO patents with 853,638 reactions. The task is: Predict the reaction yield, written as a fraction of the theoretical maximum amount of product (1.0 means a 100% yield; for example, 0.34 means a 34% yield). (1) The reactants are [F:1][C:2]1[CH:31]=[CH:30][C:5]2[C:6](=[O:29])[N:7]=[C:8]([C:10]3[N:15]=[C:14]([CH2:16][CH2:17][C:18]([O:20]C(C)(C)C)=[O:19])[CH:13]=[C:12]([S:25]([CH3:28])(=[O:27])=[O:26])[CH:11]=3)[S:9][C:4]=2[CH:3]=1. The catalyst is FC(F)(F)C(O)=O. The product is [F:1][C:2]1[CH:31]=[CH:30][C:5]2[C:6](=[O:29])[N:7]=[C:8]([C:10]3[N:15]=[C:14]([CH2:16][CH2:17][C:18]([OH:20])=[O:19])[CH:13]=[C:12]([S:25]([CH3:28])(=[O:26])=[O:27])[CH:11]=3)[S:9][C:4]=2[CH:3]=1. The yield is 0.900. (2) The reactants are [NH2:1][C:2]1[CH:7]=[CH:6][C:5]([CH2:8][C:9]([OH:11])=[O:10])=[CH:4][CH:3]=1.[C:12]([O:16][C:17](O[C:17]([O:16][C:12]([CH3:15])([CH3:14])[CH3:13])=[O:18])=[O:18])([CH3:15])([CH3:14])[CH3:13]. The catalyst is C1COCC1.O. The product is [C:12]([O:16][C:17]([NH:1][C:2]1[CH:3]=[CH:4][C:5]([CH2:8][C:9]([OH:11])=[O:10])=[CH:6][CH:7]=1)=[O:18])([CH3:15])([CH3:14])[CH3:13]. The yield is 0.870.